This data is from Reaction yield outcomes from USPTO patents with 853,638 reactions. The task is: Predict the reaction yield, written as a fraction of the theoretical maximum amount of product (1.0 means a 100% yield; for example, 0.34 means a 34% yield). (1) The product is [CH3:15][S:1][C:2]1[O:3][C:4]2[CH:10]=[CH:9][C:8]([S:11]([NH2:14])(=[O:12])=[O:13])=[CH:7][C:5]=2[N:6]=1. The yield is 0.970. The catalyst is CN(C=O)C. The reactants are [SH:1][C:2]1[O:3][C:4]2[CH:10]=[CH:9][C:8]([S:11]([NH2:14])(=[O:13])=[O:12])=[CH:7][C:5]=2[N:6]=1.[C:15]([O-])([O-])=O.[K+].[K+].CI. (2) The reactants are [N+:1]([C:4]1[CH:9]=[CH:8][CH:7]=[C:6]([Br:10])[C:5]=1[CH3:11])([O-:3])=[O:2].[Br:12]N1C(=O)CCC1=O. The catalyst is ClC1C=CC=CC=1.C(OOC(=O)C1C=CC=CC=1)(=O)C1C=CC=CC=1. The product is [N+:1]([C:4]1[CH:9]=[CH:8][CH:7]=[C:6]([Br:10])[C:5]=1[CH2:11][Br:12])([O-:3])=[O:2]. The yield is 0.810.